From a dataset of Reaction yield outcomes from USPTO patents with 853,638 reactions. Predict the reaction yield, written as a fraction of the theoretical maximum amount of product (1.0 means a 100% yield; for example, 0.34 means a 34% yield). (1) The reactants are [Br:1][C:2]1[CH:3]=[C:4]([CH:7]=[CH:8][C:9]=1[O:10][CH2:11][CH:12]1[CH2:14][CH2:13]1)[CH:5]=[O:6].[BH4-].[Na+]. No catalyst specified. The product is [Br:1][C:2]1[CH:3]=[C:4]([CH2:5][OH:6])[CH:7]=[CH:8][C:9]=1[O:10][CH2:11][CH:12]1[CH2:14][CH2:13]1. The yield is 0.710. (2) The reactants are O[C:2]1[C:11](O)=[CH:10][C:9]2[C:4](=[CH:5][CH:6]=[CH:7][CH:8]=2)[CH:3]=1.[NH2:13][C:14]1[C:23]([NH2:24])=[CH:22][C:21]2[C:16](=[CH:17][CH:18]=[CH:19][CH:20]=2)[CH:15]=1.CN(C)C1C=CC=CC=1.C(Cl)Cl. The catalyst is C1(C)C=CC=CC=1.CCCCCCC. The product is [CH:8]1[C:9]2[C:4](=[CH:3][C:2]3[NH:13][C:14]4[CH:15]=[C:16]5[CH:17]=[CH:18][CH:19]=[CH:20][C:21]5=[CH:22][C:23]=4[NH:24][C:11]=3[CH:10]=2)[CH:5]=[CH:6][CH:7]=1. The yield is 0.650. (3) The reactants are Cl[C:2]1[N:10]=[C:9](Cl)[CH:8]=[CH:7][C:3]=1[C:4]([NH2:6])=[O:5].[CH3:12][N:13]1[CH2:18][CH2:17][CH:16]([NH2:19])[CH2:15][CH2:14]1.[NH:20]1[CH2:25][CH2:24]C[C@@H:22]([NH:26][C:27](=[O:33])OC(C)(C)C)[CH2:21]1.[C:34](O)(=O)[CH:35]=C. The catalyst is O. The product is [C:27]([NH:26][C@H:22]1[CH2:24][CH2:25][N:20]([C:9]2[CH:8]=[CH:7][C:3]([C:4]([NH2:6])=[O:5])=[C:2]([NH:19][CH:16]3[CH2:17][CH2:18][N:13]([CH3:12])[CH2:14][CH2:15]3)[N:10]=2)[CH2:21]1)(=[O:33])[CH:34]=[CH2:35]. The yield is 0.340. (4) The reactants are [CH3:1][C:2]([O-])(C)C.[K+].[Br:7][C:8]1[S:12][CH:11]=[C:10]([C:13](=O)[CH3:14])[CH:9]=1. The catalyst is [Br-].C([P+](C1C=CC=CC=1)(C1C=CC=CC=1)C1C=CC=CC=1)C.C1COCC1. The product is [Br:7][C:8]1[S:12][CH:11]=[C:10]([C:13]([CH3:14])=[CH:1][CH3:2])[CH:9]=1. The yield is 1.00. (5) The reactants are [C:1]12([NH2:11])[CH2:10][CH:5]3[CH2:6][CH:7]([CH2:9][CH:3]([CH2:4]3)[CH2:2]1)[CH2:8]2.[CH2:12]([O:19][C:20]1[CH:27]=[CH:26][C:23]([CH:24]=O)=[C:22]([OH:28])[CH:21]=1)[C:13]1[CH:18]=[CH:17][CH:16]=[CH:15][CH:14]=1. No catalyst specified. The product is [C:1]12([NH:11][CH2:24][C:23]3[CH:26]=[CH:27][C:20]([O:19][CH2:12][C:13]4[CH:14]=[CH:15][CH:16]=[CH:17][CH:18]=4)=[CH:21][C:22]=3[OH:28])[CH2:8][CH:7]3[CH2:6][CH:5]([CH2:4][CH:3]([CH2:9]3)[CH2:2]1)[CH2:10]2. The yield is 0.720. (6) The reactants are [CH:1]([O:4][C:5]1[CH:32]=[CH:31][C:8]([C:9]([N:11]2[CH2:16][CH2:15][C:14]3([O:21][C:20]4[CH:22]=[CH:23][CH:24]=[CH:25][C:19]=4[N:18]4[C:26]([C:29]#[N:30])=[CH:27][CH:28]=[C:17]34)[CH2:13][CH2:12]2)=[O:10])=[CH:7][C:6]=1[CH3:33])([CH3:3])[CH3:2].[BH4-].[Na+].Cl. The catalyst is CO.Cl[Co]Cl. The product is [NH2:30][CH2:29][C:26]1[N:18]2[C:19]3[CH:25]=[CH:24][CH:23]=[CH:22][C:20]=3[O:21][C:14]3([CH2:15][CH2:16][N:11]([C:9]([C:8]4[CH:31]=[CH:32][C:5]([O:4][CH:1]([CH3:2])[CH3:3])=[C:6]([CH3:33])[CH:7]=4)=[O:10])[CH2:12][CH2:13]3)[C:17]2=[CH:28][CH:27]=1. The yield is 0.670. (7) The reactants are [CH3:1][O:2][C:3]1[CH:8]=[CH:7][C:6]([NH2:9])=[CH:5][CH:4]=1.[Cl:10][C:11]1[N:16]=[CH:15][C:14]([CH:17]=O)=[CH:13][CH:12]=1. The catalyst is C(O)C. The product is [Cl:10][C:11]1[N:16]=[CH:15][C:14](/[CH:17]=[N:9]/[C:6]2[CH:7]=[CH:8][C:3]([O:2][CH3:1])=[CH:4][CH:5]=2)=[CH:13][CH:12]=1. The yield is 0.690. (8) The reactants are [CH3:1][N:2]([CH3:11])[C:3]1[CH:10]=[CH:9][C:6]([CH:7]=O)=[CH:5][CH:4]=1.C(OP([CH2:20][C:21]1[CH:26]=[CH:25][C:24]([N+:27]([O-:29])=[O:28])=[CH:23][CH:22]=1)(=O)OCC)C.O(C)[Na]. The catalyst is CN(C=O)C.CCO. The product is [CH3:1][N:2]([CH3:11])[C:3]1[CH:10]=[CH:9][C:6]([CH:7]=[CH:20][C:21]2[CH:26]=[CH:25][C:24]([N+:27]([O-:29])=[O:28])=[CH:23][CH:22]=2)=[CH:5][CH:4]=1. The yield is 0.650. (9) The reactants are [Cl:1][C:2]1[C:3]([CH3:10])=[C:4]([CH:6]=[C:7]([CH3:9])[CH:8]=1)[NH2:5].[Br-:11].[Br-].[Br-].C([N+](CCCC)(CCCC)CCCC)CCC.C([N+](CCCC)(CCCC)CCCC)CCC.C([N+](CCCC)(CCCC)CCCC)CCC. The catalyst is C(Cl)(Cl)Cl. The product is [Br:11][C:8]1[C:7]([CH3:9])=[CH:6][C:4]([NH2:5])=[C:3]([CH3:10])[C:2]=1[Cl:1]. The yield is 0.320.